From a dataset of Full USPTO retrosynthesis dataset with 1.9M reactions from patents (1976-2016). Predict the reactants needed to synthesize the given product. (1) Given the product [Cl:9][C:7]1[CH:6]=[CH:5][C:4]([N+:10]([O-:12])=[O:11])=[C:3]([CH:8]=1)[CH2:2][N:17]1[CH:18]=[C:14]([CH3:13])[CH:15]=[C:16]1[C:19]([O:21][CH2:22][CH3:23])=[O:20], predict the reactants needed to synthesize it. The reactants are: Br[CH2:2][C:3]1[CH:8]=[C:7]([Cl:9])[CH:6]=[CH:5][C:4]=1[N+:10]([O-:12])=[O:11].[CH3:13][C:14]1[CH:15]=[C:16]([C:19]([O:21][CH2:22][CH3:23])=[O:20])[NH:17][CH:18]=1.[OH-].[Na+]. (2) Given the product [CH3:1][C:2]1[N:3]([C:14]2[CH:23]=[CH:22][CH:21]=[C:20]3[C:15]=2[CH2:16][CH2:17][CH2:18][NH:19]3)[C:4]2[C:9]([C:10]=1[C:11]([OH:13])=[O:12])=[CH:8][CH:7]=[CH:6][CH:5]=2, predict the reactants needed to synthesize it. The reactants are: [CH3:1][C:2]1[N:3]([C:14]2[CH:23]=[CH:22][CH:21]=[C:20]3[C:15]=2[CH:16]=[CH:17][CH:18]=[N:19]3)[C:4]2[C:9]([C:10]=1[C:11]([OH:13])=[O:12])=[CH:8][CH:7]=[CH:6][CH:5]=2. (3) Given the product [NH:14]1[C:15]2[C:20](=[CH:19][CH:18]=[CH:17][CH:16]=2)[C:12]([S:9]([NH2:8])(=[O:11])=[O:10])=[CH:13]1, predict the reactants needed to synthesize it. The reactants are: C([NH:8][S:9]([C:12]1[C:20]2[C:15](=[CH:16][CH:17]=[CH:18][CH:19]=2)[NH:14][CH:13]=1)(=[O:11])=[O:10])(OC(C)(C)C)=O.[Na+].[I-].C[Si](Cl)(C)C.O.